Dataset: Reaction yield outcomes from USPTO patents with 853,638 reactions. Task: Predict the reaction yield, written as a fraction of the theoretical maximum amount of product (1.0 means a 100% yield; for example, 0.34 means a 34% yield). The reactants are [CH2:1]([C@@H:8]1[NH:13][CH2:12][CH2:11][N:10]([C:14]2[CH:19]=[CH:18][C:17]([O:20][CH3:21])=[C:16]([O:22][CH:23]3[CH2:27][CH2:26][CH2:25][CH2:24]3)[CH:15]=2)[CH2:9]1)[C:2]1[CH:7]=[CH:6][CH:5]=[CH:4][CH:3]=1.C=O.[C:30](O[BH-](OC(=O)C)OC(=O)C)(=O)C.[Na+]. The catalyst is C(Cl)Cl. The product is [CH2:1]([C@H:8]1[CH2:9][N:10]([C:14]2[CH:19]=[CH:18][C:17]([O:20][CH3:21])=[C:16]([O:22][CH:23]3[CH2:27][CH2:26][CH2:25][CH2:24]3)[CH:15]=2)[CH2:11][CH2:12][N:13]1[CH3:30])[C:2]1[CH:3]=[CH:4][CH:5]=[CH:6][CH:7]=1. The yield is 0.910.